This data is from Catalyst prediction with 721,799 reactions and 888 catalyst types from USPTO. The task is: Predict which catalyst facilitates the given reaction. (1) Reactant: [CH3:1][O:2][C:3]1[CH:9]=[CH:8][C:6]([NH2:7])=[CH:5][CH:4]=1.Br[CH:11]([CH3:16])[C:12]([O:14][CH3:15])=[O:13].C(=O)([O-])[O-].[K+].[K+].CN(C=O)C. Product: [CH3:1][O:2][C:3]1[CH:9]=[CH:8][C:6]([NH:7][CH:11]([CH3:16])[C:12]([O:14][CH3:15])=[O:13])=[CH:5][CH:4]=1. The catalyst class is: 6. (2) Reactant: [C:1]([O:5][C:6](=[O:15])[NH:7][C@H:8]1[C@H:13]([NH2:14])[CH2:12][CH2:11][O:10][CH2:9]1)([CH3:4])([CH3:3])[CH3:2].C(=O)([O-])[O-].[K+].[K+].Br[CH2:23][CH2:24][CH2:25][CH2:26]Br. Product: [C:1]([O:5][C:6](=[O:15])[NH:7][C@H:8]1[C@H:13]([N:14]2[CH2:26][CH2:25][CH2:24][CH2:23]2)[CH2:12][CH2:11][O:10][CH2:9]1)([CH3:4])([CH3:2])[CH3:3]. The catalyst class is: 10.